This data is from Reaction yield outcomes from USPTO patents with 853,638 reactions. The task is: Predict the reaction yield, written as a fraction of the theoretical maximum amount of product (1.0 means a 100% yield; for example, 0.34 means a 34% yield). (1) The reactants are [CH3:1][C:2]1([CH3:29])[O:7][C:6]2[CH:8]=[C:9](/[CH:12]=[CH:13]/[C:14]([N:16]([CH3:28])[CH2:17][C:18]3[O:19][C:20]4[CH:27]=[CH:26][CH:25]=[CH:24][C:21]=4[C:22]=3[CH3:23])=[O:15])[CH:10]=[N:11][C:5]=2[NH:4][CH2:3]1.[ClH:30]. The catalyst is C(Cl)Cl.C(OCC)C. The product is [ClH:30].[CH3:1][C:2]1([CH3:29])[O:7][C:6]2[CH:8]=[C:9](/[CH:12]=[CH:13]/[C:14]([N:16]([CH3:28])[CH2:17][C:18]3[O:19][C:20]4[CH:27]=[CH:26][CH:25]=[CH:24][C:21]=4[C:22]=3[CH3:23])=[O:15])[CH:10]=[N:11][C:5]=2[NH:4][CH2:3]1. The yield is 0.880. (2) The reactants are [N:1]1([C:10]2[N:14]([CH3:15])[N:13]=[C:12]([CH3:16])[C:11]=2/[CH:17]=[CH:18]/[C:19]([NH:21][S:22]([CH2:25][CH2:26][CH2:27][CH2:28][CH3:29])(=[O:24])=[O:23])=[O:20])[C:9]2[C:4](=[CH:5][CH:6]=[CH:7][CH:8]=2)[CH:3]=[CH:2]1.[H][H]. The catalyst is O1CCCC1.CO.[C].[Pd]. The product is [N:1]1([C:10]2[N:14]([CH3:15])[N:13]=[C:12]([CH3:16])[C:11]=2[CH2:17][CH2:18][C:19]([NH:21][S:22]([CH2:25][CH2:26][CH2:27][CH2:28][CH3:29])(=[O:24])=[O:23])=[O:20])[C:9]2[C:4](=[CH:5][CH:6]=[CH:7][CH:8]=2)[CH:3]=[CH:2]1. The yield is 0.740. (3) The reactants are C([Li])CCC.[CH3:6][N:7]1[C:15]2[C:10](=[CH:11][CH:12]=[CH:13][CH:14]=2)[C:9]([C:16]2[CH:21]=[CH:20][CH:19]=[CH:18][CH:17]=2)=[CH:8]1.[C:22]([O:26][CH2:27][CH3:28])(=[O:25])[CH:23]=[O:24].C1(C)C=CC=CC=1. The catalyst is O1CCCC1. The product is [OH:24][CH:23]([C:8]1[N:7]([CH3:6])[C:15]2[C:10]([C:9]=1[C:16]1[CH:21]=[CH:20][CH:19]=[CH:18][CH:17]=1)=[CH:11][CH:12]=[CH:13][CH:14]=2)[C:22]([O:26][CH2:27][CH3:28])=[O:25]. The yield is 0.220. (4) The yield is 0.730. The reactants are [F:1][C:2]1[CH:3]=[C:4]([OH:8])[CH:5]=[CH:6][CH:7]=1.F[C:10]1[CH:15]=[CH:14][CH:13]=[CH:12][C:11]=1[N+:16]([O-:18])=[O:17].[F:19][C:20]1[CH:21]=[C:22]([CH:31]=[CH:32][CH:33]=1)[O:23][C:24]1[CH:30]=[CH:29][CH:28]=[CH:27][C:25]=1[NH2:26].[NH2:34][C:35]1[S:36][CH:37]=[CH:38][N:39]=1. No catalyst specified. The product is [F:1][C:2]1[CH:3]=[C:4]([CH:5]=[CH:6][CH:7]=1)[O:8][C:10]1[CH:15]=[CH:14][CH:13]=[CH:12][C:11]=1[N+:16]([O-:18])=[O:17].[F:19][C:20]1[CH:21]=[C:22]([CH:31]=[CH:32][CH:33]=1)[O:23][C:24]1[CH:30]=[CH:29][CH:28]=[CH:27][C:25]=1[NH:26][C:4]([NH:34][C:35]1[S:36][CH:37]=[CH:38][N:39]=1)=[O:8].